This data is from Reaction yield outcomes from USPTO patents with 853,638 reactions. The task is: Predict the reaction yield, written as a fraction of the theoretical maximum amount of product (1.0 means a 100% yield; for example, 0.34 means a 34% yield). (1) The reactants are [CH:1]([O:4][C:5]1[CH:6]=[C:7](Br)[CH:8]=[N:9][CH:10]=1)([CH3:3])[CH3:2].[CH3:12][C@@H:13]([OH:17])[CH2:14][CH:15]=[CH2:16].C(N(CC)CC)C.C(#N)C. The catalyst is O.C([O-])(=O)C.[Pd+2].C([O-])(=O)C.C1(C)C=CC=CC=1P(C1C=CC=CC=1C)C1C=CC=CC=1C. The product is [CH:1]([O:4][C:5]1[CH:6]=[C:7](/[CH:16]=[CH:15]/[CH2:14][C@H:13]([OH:17])[CH3:12])[CH:8]=[N:9][CH:10]=1)([CH3:3])[CH3:2]. The yield is 0.850. (2) The reactants are Br[CH:2]([C:4]1[N:13]([CH2:14][CH2:15][CH3:16])[C:12](=[O:17])[C:11]2[C:6](=[CH:7][CH:8]=[CH:9][CH:10]=2)[N:5]=1)[CH3:3].[Br:18][C:19]1[CH:24]=[CH:23][C:22]([S:25]([N:28]2[CH2:33][CH2:32][NH:31][CH2:30][CH2:29]2)(=[O:27])=[O:26])=[CH:21][CH:20]=1. The catalyst is C(O)C. The product is [Br:18][C:19]1[CH:20]=[CH:21][C:22]([S:25]([N:28]2[CH2:33][CH2:32][N:31]([CH:2]([C:4]3[N:13]([CH2:14][CH2:15][CH3:16])[C:12](=[O:17])[C:11]4[C:6](=[CH:7][CH:8]=[CH:9][CH:10]=4)[N:5]=3)[CH3:3])[CH2:30][CH2:29]2)(=[O:27])=[O:26])=[CH:23][CH:24]=1. The yield is 0.0900.